This data is from hERG potassium channel inhibition data for cardiac toxicity prediction from Karim et al.. The task is: Regression/Classification. Given a drug SMILES string, predict its toxicity properties. Task type varies by dataset: regression for continuous values (e.g., LD50, hERG inhibition percentage) or binary classification for toxic/non-toxic outcomes (e.g., AMES mutagenicity, cardiotoxicity, hepatotoxicity). Dataset: herg_karim. (1) The drug is Cc1ccc(NC(=O)N[C@@H]2N=C(c3ccccc3)c3ccccc3N(C)C2=O)cc1. The result is 1 (blocker). (2) The molecule is O=C(OC1CC2CC3CC(C1)[N+]2CC3O)c1c[nH]c2ccccc12. The result is 0 (non-blocker). (3) The compound is N[C@@H](CC(=O)N1CCC[C@H]1C(=O)NCc1ccc(C(F)(F)F)cc1)Cc1ccccc1F. The result is 1 (blocker). (4) The compound is O=C(c1cc(Cc2n[nH]c(=O)c3ccccc23)ccc1F)N1CCN(C(=O)C2CC2)CC1. The result is 0 (non-blocker). (5) The compound is CC(C)Oc1cc([C@H](C2=CN[C@@H](C(C)(C)O)C=C2)c2ccc[n+]([O-])c2)ccc1OC(F)F. The result is 0 (non-blocker). (6) The molecule is c1ccc(C2=Nc3ccccc3C2C2CCN(c3ccccc3)CC2)cc1. The result is 1 (blocker). (7) The result is 0 (non-blocker). The compound is CCOc1cc2nnc(C(N)=O)c(Nc3ccc(F)cc3F)c2cc1N1CCN(C)CC1. (8) The drug is O=C1COc2ccc(CN[C@@H]3CCN(CCn4c(=O)ccc5ncc(Oc6ccon6)cc54)C[C@@H]3F)nc2N1. The result is 0 (non-blocker). (9) The molecule is COc1ccc(C2(O)CCC(N3CC(NC(=O)CNC(=O)c4cccc(C(F)(F)F)c4)C3)CC2)cc1. The result is 1 (blocker). (10) The molecule is COCCn1cc(-c2c(C)nc3c(N4CCOCC4)nccn23)cn1. The result is 0 (non-blocker).